From a dataset of hERG potassium channel inhibition data for cardiac toxicity prediction from Karim et al.. Regression/Classification. Given a drug SMILES string, predict its toxicity properties. Task type varies by dataset: regression for continuous values (e.g., LD50, hERG inhibition percentage) or binary classification for toxic/non-toxic outcomes (e.g., AMES mutagenicity, cardiotoxicity, hepatotoxicity). Dataset: herg_karim. (1) The compound is CCn1cc(C(=O)[O-])c(=O)c2cc(F)c(N3CC[NH2+][C@H](C)C3)c(F)c21. The result is 0 (non-blocker). (2) The molecule is O=C(c1nnc(-c2ccccc2)o1)N1CC(Oc2ccc(CN3CC4(COC4)C3)cc2)C1. The result is 0 (non-blocker). (3) The drug is CNC(=O)c1c(NCC2CCC3(CC2)OCCO3)nc(C#N)nc1OCC1CCN(C)CC1. The result is 1 (blocker). (4) The drug is CCn1nc(Cc2ccc(C(C)(C)C)cc2)cc1C1CCN(CC2CN([C@@H](C(=O)O)C(C)(C)C)C[C@@H]2c2cccc(F)c2)CC1. The result is 1 (blocker).